From a dataset of Full USPTO retrosynthesis dataset with 1.9M reactions from patents (1976-2016). Predict the reactants needed to synthesize the given product. (1) Given the product [CH3:16][O:15][N:14]([CH3:13])[C:7](=[O:8])[C:6]1[CH:10]=[C:2]([Br:1])[CH:3]=[CH:4][C:5]=1[CH3:11], predict the reactants needed to synthesize it. The reactants are: [Br:1][C:2]1[CH:3]=[CH:4][C:5]([CH3:11])=[C:6]([CH:10]=1)[C:7](Cl)=[O:8].Cl.[CH3:13][NH:14][O:15][CH3:16].C(N(CC)CC)C. (2) Given the product [C:1]([C:5]1[CH:17]=[CH:16][C:8]2[S:9][C:10]([C:12]([OH:14])=[O:13])=[CH:11][C:7]=2[CH:6]=1)([CH3:4])([CH3:2])[CH3:3], predict the reactants needed to synthesize it. The reactants are: [C:1]([C:5]1[CH:17]=[CH:16][C:8]2[S:9][C:10]([C:12]([O:14]C)=[O:13])=[CH:11][C:7]=2[CH:6]=1)([CH3:4])([CH3:3])[CH3:2].O.[OH-].[Li+].O. (3) Given the product [Cl:1][C:2]1[CH:7]=[CH:6][C:5]([C:8]2[CH:13]=[CH:12][CH:11]=[C:10]([O:14][C@@H:30]([CH3:35])[C:31]([O:33][CH3:34])=[O:32])[CH:9]=2)=[CH:4][C:3]=1[C:15]([NH:17][CH2:18][C:19]12[CH2:20][CH:21]3[CH2:22][CH:23]([CH2:24][CH:25]([CH2:27]3)[CH2:26]1)[CH2:28]2)=[O:16], predict the reactants needed to synthesize it. The reactants are: [Cl:1][C:2]1[CH:7]=[CH:6][C:5]([C:8]2[CH:13]=[CH:12][CH:11]=[C:10]([OH:14])[CH:9]=2)=[CH:4][C:3]=1[C:15]([NH:17][CH2:18][C:19]12[CH2:28][CH:23]3[CH2:24][CH:25]([CH2:27][CH:21]([CH2:22]3)[CH2:20]1)[CH2:26]2)=[O:16].Cl[C@H:30]([CH3:35])[C:31]([O:33][CH3:34])=[O:32].C(=O)([O-])[O-].[K+].[K+]. (4) The reactants are: O=P(Cl)(Cl)Cl.[CH3:6][O:7][C:8]1[CH:9]=[C:10]([CH2:14][NH:15][CH2:16][CH2:17][O:18][C:19](=[O:24])[C:20]([CH3:23])([CH3:22])[CH3:21])[CH:11]=[CH:12][CH:13]=1.[C:25]([O-])(=[O:27])C.[Na+]. Given the product [CH:25]([C:13]1[CH:12]=[CH:11][C:10]([CH2:14][NH:15][CH2:16][CH2:17][O:18][C:19](=[O:24])[C:20]([CH3:21])([CH3:23])[CH3:22])=[CH:9][C:8]=1[O:7][CH3:6])=[O:27], predict the reactants needed to synthesize it. (5) Given the product [NH2:25][C:26]1[C:27]([C:32]([NH:42][CH2:41][CH:38]2[CH2:39][CH2:40][O:35][CH2:36][CH2:37]2)=[O:34])=[N:28][CH:29]=[CH:30][CH:31]=1, predict the reactants needed to synthesize it. The reactants are: CN(C(ON1N=NC2C=CC=NC1=2)=[N+](C)C)C.F[P-](F)(F)(F)(F)F.[NH2:25][C:26]1[C:27]([C:32]([OH:34])=O)=[N:28][CH:29]=[CH:30][CH:31]=1.[O:35]1[CH2:40][CH2:39][CH:38]([CH2:41][NH2:42])[CH2:37][CH2:36]1.CCN(C(C)C)C(C)C. (6) The reactants are: [CH3:1][O:2][C:3](=[O:12])[C:4]1[C:5](=[C:7]([NH2:11])[CH:8]=[CH:9][CH:10]=1)[OH:6].[CH:13]([O-])=[O:14].[Na+]. Given the product [CH3:1][O:2][C:3](=[O:12])[C:4]1[CH:10]=[CH:9][CH:8]=[C:7]([NH:11][CH:13]=[O:14])[C:5]=1[OH:6], predict the reactants needed to synthesize it. (7) The reactants are: Cl.[NH2:2][C:3]1[NH:7][C:6]2[CH:8]=[C:9]([NH:12][C:13]([C@@H]3C4(Cl)C(Cl)([Cl:22])C(Cl)(C(Cl)=C4Cl)[C@@H]3C(O)=O)=[O:14])[CH:10]=[CH:11][C:5]=2[N:4]=1.NC1C=CC2N=C(N(C(OC(C)(C)C)=O)C(OC(C)(C)C)=O)N(C(OC(C)(C)C)=O)C=2C=1.[C:63]1(=[O:77])[C:72]2[C:67]3[C:68](=[CH:73][CH:74]=[CH:75][C:66]=3C(=O)[O:64]1)[CH:69]=[CH:70][CH:71]=2. Given the product [ClH:22].[NH2:2][C:3]1[NH:7][C:6]2[CH:8]=[C:9]([NH:12][C:13]([C:66]3[CH:75]=[CH:74][CH:73]=[C:68]4[C:67]=3[C:72]([C:63]([OH:77])=[O:64])=[CH:71][CH:70]=[CH:69]4)=[O:14])[CH:10]=[CH:11][C:5]=2[N:4]=1, predict the reactants needed to synthesize it. (8) Given the product [CH3:21][N:22]1[C:26]([Sn:39]([CH2:40][CH2:41][CH2:42][CH3:43])([CH2:44][CH2:45][CH2:46][CH3:47])[CH2:35][CH2:36][CH2:37][CH3:38])=[CH:25][C:24]([CH3:27])=[N:23]1, predict the reactants needed to synthesize it. The reactants are: [Li+].CC([N-]C(C)C)C.C(NC(C)C)(C)C.[Li]CCCC.[CH3:21][N:22]1[CH:26]=[CH:25][C:24]([CH3:27])=[N:23]1.CN1C(C)=CC=N1.[CH2:35]([Sn:39](Cl)([CH2:44][CH2:45][CH2:46][CH3:47])[CH2:40][CH2:41][CH2:42][CH3:43])[CH2:36][CH2:37][CH3:38].